This data is from Full USPTO retrosynthesis dataset with 1.9M reactions from patents (1976-2016). The task is: Predict the reactants needed to synthesize the given product. (1) Given the product [ClH:37].[NH2:1][C@@H:2]1[CH2:7][CH2:6][CH2:5][N:4]([C:8]2[N:29]([CH2:30][C:31]3[CH:36]=[CH:35][CH:34]=[CH:33][C:32]=3[Cl:37])[C:11]3[C:12](=[O:28])[N:13]([CH3:27])[C:14]4[C:15]([OH:25])=[C:16]([C:20]([OH:22])=[O:21])[CH:17]=[CH:18][C:19]=4[C:10]=3[N:9]=2)[CH2:3]1, predict the reactants needed to synthesize it. The reactants are: [NH2:1][C@@H:2]1[CH2:7][CH2:6][CH2:5][N:4]([C:8]2[N:29]([CH2:30][C:31]3[CH:36]=[CH:35][CH:34]=[CH:33][C:32]=3[Cl:37])[C:11]3[C:12](=[O:28])[N:13]([CH3:27])[C:14]4[C:15]([O:25]C)=[C:16]([C:20]([O:22]CC)=[O:21])[CH:17]=[CH:18][C:19]=4[C:10]=3[N:9]=2)[CH2:3]1. (2) Given the product [C:2]([O:6][C:7](=[O:11])[C@@H:8]([N:9]=[C:12]([C:13]1[CH:18]=[CH:17][CH:16]=[CH:15][CH:14]=1)[C:19]1[CH:24]=[CH:23][CH:22]=[CH:21][CH:20]=1)[CH3:10])([CH3:5])([CH3:4])[CH3:3], predict the reactants needed to synthesize it. The reactants are: Cl.[C:2]([O:6][C:7](=[O:11])[C@H:8]([CH3:10])[NH2:9])([CH3:5])([CH3:4])[CH3:3].[C:12](=N)([C:19]1[CH:24]=[CH:23][CH:22]=[CH:21][CH:20]=1)[C:13]1[CH:18]=[CH:17][CH:16]=[CH:15][CH:14]=1.